This data is from Catalyst prediction with 721,799 reactions and 888 catalyst types from USPTO. The task is: Predict which catalyst facilitates the given reaction. (1) Reactant: [C-:1]#[N:2].[Na+].[NH2:4][C:5]1[CH:10]=[CH:9][C:8]([CH3:11])=[CH:7][CH:6]=1.[CH3:12][C:13]([CH3:15])=O.C(OCC)(=O)C. Product: [CH3:12][C:13]([NH:4][C:5]1[CH:10]=[CH:9][C:8]([CH3:11])=[CH:7][CH:6]=1)([CH3:15])[C:1]#[N:2]. The catalyst class is: 15. (2) Reactant: [CH3:1][O:2][C:3]([C:5]1[CH:10]=[CH:9][C:8]([N:11]([CH2:15][CH2:16][CH2:17][CH2:18][CH3:19])[C:12](Cl)=[O:13])=[CH:7][CH:6]=1)=[O:4].[CH3:20][C:21]1([CH3:34])[CH2:30][CH2:29][C:28]([CH3:32])([CH3:31])[C:27]2[CH:26]=[C:25]([NH2:33])[CH:24]=[CH:23][C:22]1=2. Product: [CH2:15]([N:11]([C:8]1[CH:9]=[CH:10][C:5]([C:3]([O:2][CH3:1])=[O:4])=[CH:6][CH:7]=1)[C:12]([NH:33][C:25]1[CH:24]=[CH:23][C:22]2[C:21]([CH3:34])([CH3:20])[CH2:30][CH2:29][C:28]([CH3:32])([CH3:31])[C:27]=2[CH:26]=1)=[O:13])[CH2:16][CH2:17][CH2:18][CH3:19]. The catalyst class is: 17. (3) Reactant: [CH3:1][O:2][C:3](=[O:40])[C:4]1[CH:9]=[C:8]([CH3:10])[CH:7]=[C:6]([NH:11][C:12]([C:14]2[C:19]([F:20])=[C:18]([F:21])[C:17]([C:22]3[CH:27]=[CH:26][C:25]([C:28]([CH3:36])([CH3:35])[O:29][SiH2:30][C:31]([CH3:34])([CH3:33])[CH3:32])=[CH:24][CH:23]=3)=[C:16]([F:37])[C:15]=2[F:38])=O)[C:5]=1[NH2:39]. Product: [CH3:1][O:2][C:3]([C:4]1[C:5]2[N:39]=[C:12]([C:14]3[C:15]([F:38])=[C:16]([F:37])[C:17]([C:22]4[CH:27]=[CH:26][C:25]([C:28]([CH3:36])([CH3:35])[O:29][SiH2:30][C:31]([CH3:32])([CH3:33])[CH3:34])=[CH:24][CH:23]=4)=[C:18]([F:21])[C:19]=3[F:20])[NH:11][C:6]=2[CH:7]=[C:8]([CH3:10])[CH:9]=1)=[O:40]. The catalyst class is: 15. (4) Reactant: [N+:1]([C:4]1[CH:26]=[CH:25][C:7]2[NH:8][C:9](=[C:11]([C:15]3[N:20]=[C:19]([C:21]([F:24])([F:23])[F:22])[CH:18]=[CH:17][N:16]=3)[C:12]([NH2:14])=[O:13])[S:10][C:6]=2[CH:5]=1)([O-])=O. Product: [NH2:1][C:4]1[CH:26]=[CH:25][C:7]2[NH:8][C:9](=[C:11]([C:15]3[N:20]=[C:19]([C:21]([F:24])([F:23])[F:22])[CH:18]=[CH:17][N:16]=3)[C:12]([NH2:14])=[O:13])[S:10][C:6]=2[CH:5]=1. The catalyst class is: 19. (5) Reactant: [CH2:1]([O:8][C:9](=[O:24])[NH:10][CH:11]([C:17](=[O:23])[NH:18][CH2:19][CH2:20][CH:21]=O)[CH:12]([OH:16])[CH:13]([CH3:15])[CH3:14])[C:2]1[CH:7]=[CH:6][CH:5]=[CH:4][CH:3]=1.[NH2:25][C@H:26]([C@@H:32]([OH:54])[C@H:33]1[C@@H:37]([O:38][C:39](=[O:41])[CH3:40])[C@@H:36]([O:42][C:43](=[O:45])[CH3:44])[C@H:35]([N:46]2[CH:51]=[CH:50][C:49](=[O:52])[NH:48][C:47]2=[O:53])[O:34]1)[C:27]([O:29][CH2:30][CH3:31])=[O:28].C(O)(=O)C.C(O[BH-](OC(=O)C)OC(=O)C)(=O)C.[Na+]. Product: [C:39]([O:38][C@H:37]1[C@@H:36]([O:42][C:43](=[O:45])[CH3:44])[C@H:35]([N:46]2[CH:51]=[CH:50][C:49](=[O:52])[NH:48][C:47]2=[O:53])[O:34][C@@H:33]1[C@H:32]([OH:54])[CH:26]([C:27]([O:29][CH2:30][CH3:31])=[O:28])[NH:25][CH2:21][CH2:20][CH2:19][NH:18][C:17](=[O:23])[C@H:11]([C@@H:12]([OH:16])[CH:13]([CH3:15])[CH3:14])[NH:10][C:9](=[O:24])[O:8][CH2:1][C:2]1[CH:7]=[CH:6][CH:5]=[CH:4][CH:3]=1)(=[O:41])[CH3:40]. The catalyst class is: 7.